From a dataset of Human Reference Interactome with 51,813 positive PPI pairs across 8,248 proteins, plus equal number of experimentally-validated negative pairs. Binary Classification. Given two protein amino acid sequences, predict whether they physically interact or not. Protein 1 (ENSG00000176597) has sequence MRMLVSGRRVKKWQLIIQLFATCFLASLMFFWEPIDNHIVSHMKSYSYRYLINSYDFVNDTLSLKHTSAGPRYQYLINHKEKCQAQDVLLLLFVKTAPENYDRRSGIRRTWGNENYVRSQLNANIKTLFALGTPNPLEGEELQRKLAWEDQRYNDIIQQDFVDSFYNLTLKLLMQFSWANTYCPHAKFLMTADDDIFIHMPNLIEYLQSLEQIGVQDFWIGRVHRGAPPIRDKSSKYYVSYEMYQWPAYPDYTAGAAYVISGDVAAKVYEASQTLNSSLYIDDVFMGLCANKIGIVPQDH.... Protein 2 (ENSG00000119242) has sequence MTSPHFSSYDEGPLDVSMAATNLENQLHSAQKNLLFLQREHASTLKGLHSEIRRLQQHCTDLTYELTVKSSEQTGDGTSKSSELKKRCEELEAQLKVKENENAELLKELEQKNAMITVLENTIKEREKKYLEELKAKSHKLTLLSSELEQRASTIAYLTSQLHAAKKKLMSSSGTSDASPSGSPVLASYKPAPPKDKLPETPRRRMKKSLSAPLHPEFEEVYRFGAESRKLLLREPVDAMPDPTPFLLARESAEVHLIKERPLVIPPIASDRSGEQHSPAREKPHKAHVGVAHRIHHATP.... Result: 0 (the proteins do not interact).